The task is: Predict the product of the given reaction.. This data is from Forward reaction prediction with 1.9M reactions from USPTO patents (1976-2016). Given the reactants [C:1]([O:5][C:6]([N:8]1[CH2:12][CH2:11][CH2:10][C@H:9]1[CH2:13][OH:14])=[O:7])([CH3:4])([CH3:3])[CH3:2].C(N(CC)CC)C.[CH3:22][S:23](Cl)(=[O:25])=[O:24], predict the reaction product. The product is: [C:1]([O:5][C:6]([N:8]1[CH2:12][CH2:11][CH2:10][C@H:9]1[CH2:13][O:14][S:23]([CH3:22])(=[O:25])=[O:24])=[O:7])([CH3:4])([CH3:3])[CH3:2].